Dataset: Forward reaction prediction with 1.9M reactions from USPTO patents (1976-2016). Task: Predict the product of the given reaction. (1) Given the reactants [CH3:1][O:2][C:3]1[CH:4]=[C:5]2[C:9](=[CH:10][CH:11]=1)[N:8]([CH3:12])[CH:7]=[C:6]2[C:13]1[N:30]([CH2:31][O:32][CH2:33][CH2:34][Si:35]([CH3:38])([CH3:37])[CH3:36])[C:16]2=[N:17][CH:18]=[C:19]([NH:21][NH:22]C(OC(C)(C)C)=O)[N:20]=[C:15]2[CH:14]=1.O1CCOCC1.Cl, predict the reaction product. The product is: [NH:21]([C:19]1[N:20]=[C:15]2[CH:14]=[C:13]([C:6]3[C:5]4[C:9](=[CH:10][CH:11]=[C:3]([O:2][CH3:1])[CH:4]=4)[N:8]([CH3:12])[CH:7]=3)[N:30]([CH2:31][O:32][CH2:33][CH2:34][Si:35]([CH3:36])([CH3:38])[CH3:37])[C:16]2=[N:17][CH:18]=1)[NH2:22]. (2) Given the reactants [CH3:1][S:2][C:3]1[N:4]=[CH:5][C:6]2[CH2:12][N:11]([C:13]3[N:18]=[C:17]([C:19]([OH:21])=O)[CH:16]=[CH:15][CH:14]=3)[CH2:10][CH2:9][C:7]=2[N:8]=1.[CH:22]([C:25]1[CH:26]=[C:27]([CH:29]=[CH:30][CH:31]=1)[NH2:28])([CH3:24])[CH3:23], predict the reaction product. The product is: [CH:22]([C:25]1[CH:26]=[C:27]([NH:28][C:19](=[O:21])[C:17]2[CH:16]=[CH:15][CH:14]=[C:13]([N:11]3[CH2:10][CH2:9][C:7]4[N:8]=[C:3]([S:2][CH3:1])[N:4]=[CH:5][C:6]=4[CH2:12]3)[N:18]=2)[CH:29]=[CH:30][CH:31]=1)([CH3:24])[CH3:23].